Task: Predict the reaction yield, written as a fraction of the theoretical maximum amount of product (1.0 means a 100% yield; for example, 0.34 means a 34% yield).. Dataset: Reaction yield outcomes from USPTO patents with 853,638 reactions (1) The reactants are I[C:2]1[CH:7]=[CH:6][C:5]([O:8][CH3:9])=[CH:4][CH:3]=1.C(N(CC)CC)C.C1(C)C=CC=CC=1P(C1C=CC=CC=1C)C1C=CC=CC=1C.[CH3:39][O:40][C:41](=[O:48])/[CH:42]=[CH:43]/[C:44]([O:46][CH3:47])=[O:45]. The catalyst is C(#N)C.CC([O-])=O.CC([O-])=O.[Pd+2].O.CCOCC. The product is [CH3:39][O:40][C:41](=[O:48])/[C:42](/[C:2]1[CH:7]=[CH:6][C:5]([O:8][CH3:9])=[CH:4][CH:3]=1)=[CH:43]/[C:44]([O:46][CH3:47])=[O:45]. The yield is 0.870. (2) The reactants are B([O-])([O-])[O-].[Si+4].B([O-])([O-])[O-].B([O-])([O-])[O-].B([O-])([O-])[O-].[Si+4].[Si+4].[F:20][C:21]([F:50])([F:49])[CH2:22][C:23]([NH:25][CH2:26][C:27]1[CH:32]=[CH:31][C:30](/[CH:33]=[CH:34]/[CH:35]([C:40]2[CH:45]=[C:44]([Cl:46])[C:43]([Cl:47])=[C:42]([Cl:48])[CH:41]=2)[C:36]([F:39])([F:38])[F:37])=[CH:29][CH:28]=1)=[O:24]. The catalyst is CS(C)=O. The product is [F:49][C:21]([F:20])([F:50])[CH2:22][C:23]([NH:25][CH2:26][C:27]1[CH:32]=[CH:31][C:30](/[CH:33]=[CH:34]\[CH:35]([C:40]2[CH:41]=[C:42]([Cl:48])[C:43]([Cl:47])=[C:44]([Cl:46])[CH:45]=2)[C:36]([F:37])([F:38])[F:39])=[CH:29][CH:28]=1)=[O:24]. The yield is 0.0800. (3) The reactants are Br[C:2]1[N:7]=[C:6]([CH2:8][OH:9])[CH:5]=[CH:4][C:3]=1[O:10][CH2:11][CH2:12][O:13][Si:14]([C:17]([CH3:20])([CH3:19])[CH3:18])([CH3:16])[CH3:15].[CH:21]([N:24]1[CH2:29][CH2:28][NH:27][CH2:26][CH2:25]1)([CH3:23])[CH3:22].C1C=CC(P(C2C(C3C(P(C4C=CC=CC=4)C4C=CC=CC=4)=CC=C4C=3C=CC=C4)=C3C(C=CC=C3)=CC=2)C2C=CC=CC=2)=CC=1.C([O-])([O-])=O.[Cs+].[Cs+]. The catalyst is [Cl-].[Na+].O.C([O-])(=O)C.[Pd+2].C([O-])(=O)C. The product is [Si:14]([O:13][CH2:12][CH2:11][O:10][C:3]1[CH:4]=[CH:5][C:6]([CH2:8][OH:9])=[N:7][C:2]=1[N:27]1[CH2:28][CH2:29][N:24]([CH:21]([CH3:23])[CH3:22])[CH2:25][CH2:26]1)([C:17]([CH3:20])([CH3:19])[CH3:18])([CH3:16])[CH3:15]. The yield is 0.440. (4) The reactants are [CH3:1][O:2][C:3](=[O:13])[C:4]1[CH:9]=[C:8]([CH2:10]O)[CH:7]=[C:6]([F:12])[CH:5]=1. The catalyst is [Pd].C(O)C. The product is [CH3:1][O:2][C:3](=[O:13])[C:4]1[CH:9]=[C:8]([CH3:10])[CH:7]=[C:6]([F:12])[CH:5]=1. The yield is 0.870. (5) The reactants are [O:1]1[C:5]2[CH:6]=[CH:7][C:8]([C:10]3(O)[C:18]4[C:13](=[N:14][CH:15]=[CH:16][CH:17]=4)[N:12]([CH2:19][CH2:20][CH2:21][CH2:22][CH3:23])[C:11]3=[O:24])=[CH:9][C:4]=2[O:3][CH2:2]1.[CH:26]([N:29](C(C)C)CC)(C)C.S(Cl)(Cl)=O.[C-]#N.[Na+]. The catalyst is ClCCl.O. The product is [O:1]1[C:5]2[CH:6]=[CH:7][C:8]([C:10]3([C:26]#[N:29])[C:18]4[C:13](=[N:14][CH:15]=[CH:16][CH:17]=4)[N:12]([CH2:19][CH2:20][CH2:21][CH2:22][CH3:23])[C:11]3=[O:24])=[CH:9][C:4]=2[O:3][CH2:2]1. The yield is 0.650.